From a dataset of NCI-60 drug combinations with 297,098 pairs across 59 cell lines. Regression. Given two drug SMILES strings and cell line genomic features, predict the synergy score measuring deviation from expected non-interaction effect. (1) Drug 1: C1CCC(C1)C(CC#N)N2C=C(C=N2)C3=C4C=CNC4=NC=N3. Drug 2: CC1=C(C=C(C=C1)C(=O)NC2=CC(=CC(=C2)C(F)(F)F)N3C=C(N=C3)C)NC4=NC=CC(=N4)C5=CN=CC=C5. Cell line: OVCAR-5. Synergy scores: CSS=-4.25, Synergy_ZIP=1.81, Synergy_Bliss=-0.505, Synergy_Loewe=-7.68, Synergy_HSA=-5.08. (2) Drug 1: C1CCC(C1)C(CC#N)N2C=C(C=N2)C3=C4C=CNC4=NC=N3. Drug 2: CS(=O)(=O)OCCCCOS(=O)(=O)C. Cell line: ACHN. Synergy scores: CSS=27.0, Synergy_ZIP=-7.97, Synergy_Bliss=-4.44, Synergy_Loewe=-4.18, Synergy_HSA=-3.84. (3) Drug 1: C1C(C(OC1N2C=NC(=NC2=O)N)CO)O. Drug 2: CC1C(C(CC(O1)OC2CC(CC3=C2C(=C4C(=C3O)C(=O)C5=CC=CC=C5C4=O)O)(C(=O)C)O)N)O. Cell line: SW-620. Synergy scores: CSS=35.4, Synergy_ZIP=-9.47, Synergy_Bliss=-10.3, Synergy_Loewe=-14.8, Synergy_HSA=-4.30. (4) Drug 1: C1CC(C1)(C(=O)O)C(=O)O.[NH2-].[NH2-].[Pt+2]. Drug 2: CC1C(C(CC(O1)OC2CC(CC3=C2C(=C4C(=C3O)C(=O)C5=CC=CC=C5C4=O)O)(C(=O)C)O)N)O. Cell line: UACC62. Synergy scores: CSS=66.3, Synergy_ZIP=-8.66, Synergy_Bliss=-5.45, Synergy_Loewe=-1.71, Synergy_HSA=-0.655.